The task is: Regression. Given a peptide amino acid sequence and an MHC pseudo amino acid sequence, predict their binding affinity value. This is MHC class II binding data.. This data is from Peptide-MHC class II binding affinity with 134,281 pairs from IEDB. (1) The peptide sequence is LPKPPKPVSKMRMATPLLMGALPM. The MHC is H-2-IEd with pseudo-sequence H-2-IEd. The binding affinity (normalized) is 0.397. (2) The peptide sequence is VTVDAAVLAAIDADA. The MHC is HLA-DPA10201-DPB10101 with pseudo-sequence HLA-DPA10201-DPB10101. The binding affinity (normalized) is 0.224. (3) The peptide sequence is DRSIALTFLAVGGVL. The MHC is DRB5_0101 with pseudo-sequence DRB5_0101. The binding affinity (normalized) is 0.114. (4) The binding affinity (normalized) is 0.153. The peptide sequence is AYEGQRVVFIQPSPV. The MHC is DRB5_0101 with pseudo-sequence DRB5_0101. (5) The peptide sequence is RAQFPRQCATVEALR. The MHC is DRB4_0101 with pseudo-sequence DRB4_0103. The binding affinity (normalized) is 0.188. (6) The peptide sequence is KMIGGIGGFIKVRQYDQISI. The MHC is DRB1_1302 with pseudo-sequence DRB1_1302. The binding affinity (normalized) is 0.386. (7) The peptide sequence is GLEWNDNTVRVSETL. The binding affinity (normalized) is 0.538. The MHC is DRB1_1302 with pseudo-sequence DRB1_1302. (8) The binding affinity (normalized) is 0.337. The peptide sequence is GGSCPKPHRLTSKGI. The MHC is DRB1_0101 with pseudo-sequence DRB1_0101. (9) The peptide sequence is LLESLSSLGAHLDSD. The MHC is DRB1_0901 with pseudo-sequence DRB1_0901. The binding affinity (normalized) is 0.307.